This data is from Reaction yield outcomes from USPTO patents with 853,638 reactions. The task is: Predict the reaction yield, written as a fraction of the theoretical maximum amount of product (1.0 means a 100% yield; for example, 0.34 means a 34% yield). (1) The reactants are [Br:1][C:2]1[CH:17]=[CH:16][C:5]2[C:6]3[N:7]=[C:8]([CH:14]=O)[S:9][C:10]=3[CH2:11][CH2:12][O:13][C:4]=2[CH:3]=1.[N+](=[C:20](P(OC)(OC)=O)C(OC)=O)=[N-].C(=O)([O-])[O-].[K+].[K+]. The catalyst is CO. The product is [Br:1][C:2]1[CH:17]=[CH:16][C:5]2[C:6]3[N:7]=[C:8]([C:14]#[CH:20])[S:9][C:10]=3[CH2:11][CH2:12][O:13][C:4]=2[CH:3]=1. The yield is 0.380. (2) The reactants are [H-].[Na+].[F:3][C:4]([F:8])([F:7])[CH2:5][OH:6].[Cl:9][C:10]1[C:11](Cl)=[N:12][CH:13]=[C:14]([CH:18]=1)[C:15]([OH:17])=[O:16].Cl. The catalyst is CC(N(C)C)=O. The product is [Cl:9][C:10]1[C:11]([O:6][CH2:5][C:4]([F:8])([F:7])[F:3])=[N:12][CH:13]=[C:14]([CH:18]=1)[C:15]([OH:17])=[O:16]. The yield is 1.00. (3) The reactants are [CH3:1][O:2][C:3]([C:5]1[CH:6]=[CH:7][C:8]2[C:12]([CH:13]=1)=[N:11][N:10]([N+]([O-])=O)[CH:9]=2)=[O:4].[N:17]1([CH2:22][CH2:23][NH2:24])[CH2:21][CH2:20][CH2:19][CH2:18]1. The catalyst is C1COCC1. The product is [CH3:1][O:2][C:3]([C:5]1[CH:13]=[C:12]2[C:8]([C:9]([NH:24][CH2:23][CH2:22][N:17]3[CH2:21][CH2:20][CH2:19][CH2:18]3)=[N:10][NH:11]2)=[CH:7][CH:6]=1)=[O:4]. The yield is 0.360.